This data is from Full USPTO retrosynthesis dataset with 1.9M reactions from patents (1976-2016). The task is: Predict the reactants needed to synthesize the given product. (1) Given the product [CH2:23]([O:25][C:26]1[CH:31]=[CH:30][C:29]([O:32][CH2:2][C:3]2[CH:22]=[CH:21][C:6]([O:7][CH2:8][C:9]3[N:10]=[C:11]([C:15]4[CH:20]=[CH:19][CH:18]=[CH:17][CH:16]=4)[O:12][C:13]=3[CH3:14])=[CH:5][CH:4]=2)=[CH:28][C:27]=1[CH2:33][CH2:34][C:35]([O:37][CH2:38][CH3:39])=[O:36])[CH3:24], predict the reactants needed to synthesize it. The reactants are: Cl[CH2:2][C:3]1[CH:22]=[CH:21][C:6]([O:7][CH2:8][C:9]2[N:10]=[C:11]([C:15]3[CH:20]=[CH:19][CH:18]=[CH:17][CH:16]=3)[O:12][C:13]=2[CH3:14])=[CH:5][CH:4]=1.[CH2:23]([O:25][C:26]1[CH:31]=[CH:30][C:29]([OH:32])=[CH:28][C:27]=1[CH2:33][CH2:34][C:35]([O:37][CH2:38][CH3:39])=[O:36])[CH3:24].C(=O)([O-])[O-].[K+].[K+].CN(C)C=O. (2) Given the product [CH2:15]([O:8][C:7](=[O:9])[C:6]1[CH:10]=[CH:11][C:12]([O:14][CH2:7][C:6]2[CH:10]=[CH:11][CH:12]=[CH:13][CH:5]=2)=[CH:13][C:5]=1[NH:4][C:1](=[O:3])[CH3:2])[C:16]1[CH:21]=[CH:20][CH:19]=[CH:18][CH:17]=1, predict the reactants needed to synthesize it. The reactants are: [C:1]([NH:4][C:5]1[CH:13]=[C:12]([OH:14])[CH:11]=[CH:10][C:6]=1[C:7]([OH:9])=[O:8])(=[O:3])[CH3:2].[CH2:15](Cl)[C:16]1[CH:21]=[CH:20][CH:19]=[CH:18][CH:17]=1.C(=O)([O-])[O-].[K+].[K+]. (3) Given the product [Cl:16][C:17]1[N:22]=[C:21]([N:1]2[CH2:6][CH2:5][O:4][CH2:3][CH2:2]2)[C:20]([F:24])=[CH:19][N:18]=1, predict the reactants needed to synthesize it. The reactants are: [NH:1]1[CH2:6][CH2:5][O:4][CH2:3][CH2:2]1.CCN(C(C)C)C(C)C.[Cl:16][C:17]1[N:22]=[C:21](Cl)[C:20]([F:24])=[CH:19][N:18]=1.